From a dataset of Reaction yield outcomes from USPTO patents with 853,638 reactions. Predict the reaction yield, written as a fraction of the theoretical maximum amount of product (1.0 means a 100% yield; for example, 0.34 means a 34% yield). (1) The reactants are C([O:3][C:4](=O)[C:5]([F:17])([F:16])[C:6]1[CH:7]=[C:8]2[C:13](=[CH:14][CH:15]=1)[N:12]=[CH:11][CH:10]=[CH:9]2)C.O.[NH2:20][NH2:21]. The product is [F:16][C:5]([F:17])([C:6]1[CH:7]=[C:8]2[C:13](=[CH:14][CH:15]=1)[N:12]=[CH:11][CH:10]=[CH:9]2)[C:4]([NH:20][NH2:21])=[O:3]. The catalyst is CO. The yield is 0.510. (2) The reactants are Br[C:2]1[CH:3]=[N:4][CH:5]=[C:6]([Br:8])[CH:7]=1.[CH:9]([C:12]1[CH:17]=[CH:16][C:15](B(O)O)=[CH:14][CH:13]=1)([CH3:11])[CH3:10].C(=O)([O-])[O-].[Na+].[Na+]. No catalyst specified. The product is [Br:8][C:6]1[CH:5]=[N:4][CH:3]=[C:2]([C:15]2[CH:16]=[CH:17][C:12]([CH:9]([CH3:11])[CH3:10])=[CH:13][CH:14]=2)[CH:7]=1. The yield is 0.550. (3) The reactants are C[Si](C)(C)[N-][Si](C)(C)C.[Li+].[CH3:11][C:12]([C:14]1[CH:19]=[C:18]([Cl:20])[CH:17]=[CH:16][C:15]=1[OH:21])=[O:13].[C:22](=O)([O:26]CC)[O:23][CH2:24][CH3:25].Cl. The catalyst is C1COCC1. The product is [Cl:20][C:18]1[CH:17]=[CH:16][C:15]([OH:21])=[C:14]([C:12](=[O:13])[CH2:11][C:22]([O:23][CH2:24][CH3:25])=[O:26])[CH:19]=1. The yield is 0.450.